From a dataset of Forward reaction prediction with 1.9M reactions from USPTO patents (1976-2016). Predict the product of the given reaction. (1) Given the reactants [CH:1]1([O:5][C:6]2[CH:11]=[CH:10][N:9]=[CH:8][CH:7]=2)[CH2:4][CH2:3][CH2:2]1, predict the reaction product. The product is: [CH:1]1([O:5][CH:6]2[CH2:11][CH2:10][NH:9][CH2:8][CH2:7]2)[CH2:4][CH2:3][CH2:2]1. (2) The product is: [CH3:36][C:31]1[C:30]([C:27]2[CH:26]=[CH:25][C:24]([C:20]3[O:21][C:22]([CH3:23])=[C:18]([CH2:17][CH2:16][O:15][C:12]4[CH:11]=[CH:10][C:9]([O:8][C:5]([CH3:7])([CH3:6])[C:4]([OH:37])=[O:3])=[CH:14][CH:13]=4)[N:19]=3)=[CH:29][CH:28]=2)=[C:34]([CH3:35])[O:33][N:32]=1. Given the reactants C([O:3][C:4](=[O:37])[C:5]([O:8][C:9]1[CH:14]=[CH:13][C:12]([O:15][CH2:16][CH2:17][C:18]2[N:19]=[C:20]([C:24]3[CH:29]=[CH:28][C:27]([C:30]4[C:31]([CH3:36])=[N:32][O:33][C:34]=4[CH3:35])=[CH:26][CH:25]=3)[O:21][C:22]=2[CH3:23])=[CH:11][CH:10]=1)([CH3:7])[CH3:6])C.[OH-].[Na+].C(OCC)(=O)C, predict the reaction product. (3) Given the reactants [Cl:1][C:2]1[C:7](=[O:8])[N:6]([CH3:9])[CH:5]=[C:4]([NH:10][CH:11]([C:30]2[CH:35]=[CH:34][C:33]([Cl:36])=[CH:32][CH:31]=2)[C:12]2[C:13]([C:27](O)=[O:28])=[N:14][N:15]([CH2:18][C:19]3[CH:24]=[CH:23][C:22]([O:25][CH3:26])=[CH:21][CH:20]=3)[C:16]=2[CH3:17])[CH:3]=1, predict the reaction product. The product is: [Cl:1][C:2]1[C:7](=[O:8])[N:6]([CH3:9])[CH:5]=[C:4]([N:10]2[CH:11]([C:30]3[CH:31]=[CH:32][C:33]([Cl:36])=[CH:34][CH:35]=3)[C:12]3[C:13](=[N:14][N:15]([CH2:18][C:19]4[CH:20]=[CH:21][C:22]([O:25][CH3:26])=[CH:23][CH:24]=4)[C:16]=3[CH3:17])[C:27]2=[O:28])[CH:3]=1. (4) Given the reactants CS([O:5][CH2:6][C:7]1[C:8]([C:16]2[C:21]([F:22])=[CH:20][C:19]([O:23][CH3:24])=[CH:18][C:17]=2[F:25])=[N:9][S:10][C:11]=1[C:12]([F:15])([F:14])[F:13])(=O)=O.[C:26]([O-:30])(=[O:29])[CH2:27][CH3:28], predict the reaction product. The product is: [F:25][C:17]1[CH:18]=[C:19]([O:23][CH3:24])[CH:20]=[C:21]([F:22])[C:16]=1[C:8]1[C:7]([CH2:6][O:5][C:16]2[C:21]([F:22])=[CH:20][C:19]([CH2:28][CH2:27][C:26]([OH:30])=[O:29])=[CH:18][C:17]=2[F:25])=[C:11]([C:12]([F:15])([F:14])[F:13])[S:10][N:9]=1. (5) Given the reactants Cl.Cl.[CH3:3][O:4][C:5]1[CH:6]=[C:7](/[CH:17]=[CH:18]/[C:19](=[NH:23])OCC)[CH:8]=[CH:9][C:10]=1[N:11]1[CH:15]=[C:14]([CH3:16])[N:13]=[CH:12]1.Cl.Cl[CH2:26][CH2:27][CH2:28][CH:29]([CH:34]1[CH2:39][CH2:38][CH2:37][C:36]([CH3:41])([CH3:40])[O:35]1)[C:30]([NH:32][NH2:33])=O, predict the reaction product. The product is: [CH3:40][C:36]1([CH3:41])[O:35][CH:34]([CH:29]2[CH2:28][CH2:27][CH2:26][N:32]3[N:33]=[C:19](/[CH:18]=[CH:17]/[C:7]4[CH:8]=[CH:9][C:10]([N:11]5[CH:15]=[C:14]([CH3:16])[N:13]=[CH:12]5)=[C:5]([O:4][CH3:3])[CH:6]=4)[N:23]=[C:30]23)[CH2:39][CH2:38][CH2:37]1. (6) Given the reactants [CH2:1]([O:4][C@H:5]1[CH2:13][C:12]2[C:7](=[CH:8][C:9]([O:14][CH3:15])=[CH:10][CH:11]=2)[C@H:6]1[NH:16]C(=O)C(F)(F)F)[CH:2]=[CH2:3].C(=O)([O-])[O-].[K+].[K+], predict the reaction product. The product is: [CH2:1]([O:4][C@H:5]1[CH2:13][C:12]2[C:7](=[CH:8][C:9]([O:14][CH3:15])=[CH:10][CH:11]=2)[C@H:6]1[NH2:16])[CH:2]=[CH2:3].